Dataset: Reaction yield outcomes from USPTO patents with 853,638 reactions. Task: Predict the reaction yield, written as a fraction of the theoretical maximum amount of product (1.0 means a 100% yield; for example, 0.34 means a 34% yield). (1) The reactants are [O-:1][N+:2]1[CH:7]=[CH:6][CH:5]=[CH:4][C:3]=1[NH:8][CH2:9][CH2:10][CH2:11][C:12]([OH:14])=[O:13].[OH-].[Na+].Cl[C:18]([O:20][CH2:21][C:22]1[CH:27]=[CH:26][CH:25]=[CH:24][CH:23]=1)=[O:19]. The catalyst is C(OCC)(=O)C. The product is [CH2:21]([O:20][C:18]([N:8]([CH2:9][CH2:10][CH2:11][C:12]([OH:14])=[O:13])[C:3]1[CH:4]=[CH:5][CH:6]=[CH:7][N+:2]=1[O-:1])=[O:19])[C:22]1[CH:27]=[CH:26][CH:25]=[CH:24][CH:23]=1. The yield is 0.370. (2) The reactants are [CH3:1][O:2][C:3]1[CH:23]=[CH:22][C:6]([CH2:7][N:8]2[C:12](/[CH:13]=[CH:14]/[O:15][CH3:16])=[C:11]([C:17]([O:19][CH2:20][CH3:21])=[O:18])[CH:10]=[N:9]2)=[CH:5][CH:4]=1. The catalyst is CO.[Pd]. The product is [CH3:1][O:2][C:3]1[CH:4]=[CH:5][C:6]([CH2:7][N:8]2[C:12]([CH2:13][CH2:14][O:15][CH3:16])=[C:11]([C:17]([O:19][CH2:20][CH3:21])=[O:18])[CH:10]=[N:9]2)=[CH:22][CH:23]=1. The yield is 0.990.